From a dataset of Reaction yield outcomes from USPTO patents with 853,638 reactions. Predict the reaction yield, written as a fraction of the theoretical maximum amount of product (1.0 means a 100% yield; for example, 0.34 means a 34% yield). (1) The reactants are [CH2:1]([O:48][CH:49]1[C@H:53]2[C@H:54](O[Si](C(C)(C)C)(C)C)[N:55](C(OCC(Cl)(Cl)Cl)=O)[C:56]3[CH:63]=[CH:62][C:61]([O:64][CH3:65])=[CH:60][C:57]=3[C:58](=[O:59])[N:52]2[CH:51]=[C:50]1[C:82]1[CH:91]=[CH:90][C:89]2[C:84](=[CH:85][CH:86]=[CH:87][CH:88]=2)[CH:83]=1)[CH2:2][CH2:3][O:4][CH:5]1[C@H:9]2[C@H:10](O[Si](C(C)(C)C)(C)C)[N:11](C(OCC(Cl)(Cl)Cl)=O)[C:12]3[CH:19]=[CH:18][C:17]([O:20][CH3:21])=[CH:16][C:13]=3[C:14](=[O:15])[N:8]2[CH:7]=[C:6]1[C:38]1[CH:47]=[CH:46][C:45]2[C:40](=[CH:41][CH:42]=[CH:43][CH:44]=2)[CH:39]=1. The catalyst is C1COCC1. The product is [CH2:1]([O:48][CH:49]1[C@@H:53]2[CH:54]=[N:55][C:56]3[CH:63]=[CH:62][C:61]([O:64][CH3:65])=[CH:60][C:57]=3[C:58](=[O:59])[N:52]2[CH:51]=[C:50]1[C:82]1[CH:91]=[CH:90][C:89]2[C:84](=[CH:85][CH:86]=[CH:87][CH:88]=2)[CH:83]=1)[CH2:2][CH2:3][O:4][CH:5]1[C@@H:9]2[CH:10]=[N:11][C:12]3[CH:19]=[CH:18][C:17]([O:20][CH3:21])=[CH:16][C:13]=3[C:14](=[O:15])[N:8]2[CH:7]=[C:6]1[C:38]1[CH:47]=[CH:46][C:45]2[C:40](=[CH:41][CH:42]=[CH:43][CH:44]=2)[CH:39]=1. The yield is 0.360. (2) The reactants are [CH2:1]([O:3][C:4](=[O:24])[C:5]([O:21][CH2:22][CH3:23])=[CH:6][C:7]1[CH:12]=[CH:11][C:10]([O:13]CC2C=CC=CC=2)=[CH:9][CH:8]=1)[CH3:2]. The catalyst is [Pd]. The product is [CH2:1]([O:3][C:4](=[O:24])[CH:5]([O:21][CH2:22][CH3:23])[CH2:6][C:7]1[CH:8]=[CH:9][C:10]([OH:13])=[CH:11][CH:12]=1)[CH3:2]. The yield is 0.910. (3) The reactants are COC1C=CC(C[N:8](CC2C=CC(OC)=CC=2)[C:9]2[N:14]=[C:13]([CH3:15])[N:12]=[C:11]([C:16]3[C:17]([NH:33][C:34]4[CH:43]=[C:42]5[C:37]([CH:38]=[CH:39][N:40]=[CH:41]5)=[CH:36][CH:35]=4)=[N:18][CH:19]=[C:20]([CH2:22][N:23]4[CH2:28][CH2:27][N:26]([S:29]([CH3:32])(=[O:31])=[O:30])[CH2:25][CH2:24]4)[CH:21]=3)[N:10]=2)=CC=1.S(O)(C(F)(F)F)(=O)=O.FC(C(O)=O)(F)F. No catalyst specified. The product is [NH2:8][C:9]1[N:14]=[C:13]([CH3:15])[N:12]=[C:11]([C:16]2[C:17]([NH:33][C:34]3[CH:43]=[C:42]4[C:37]([CH:38]=[CH:39][N:40]=[CH:41]4)=[CH:36][CH:35]=3)=[N:18][CH:19]=[C:20]([CH2:22][N:23]3[CH2:24][CH2:25][N:26]([S:29]([CH3:32])(=[O:31])=[O:30])[CH2:27][CH2:28]3)[CH:21]=2)[N:10]=1. The yield is 0.980. (4) The reactants are [Br:1][C:2]1[CH:3]=[C:4]([NH:10][C:11]2[CH:15]=[C:14]([CH3:16])[NH:13][N:12]=2)[C:5](=[O:9])[N:6]([CH3:8])[CH:7]=1.[H-].[Na+].[CH3:19]I.O. The catalyst is CN(C=O)C. The product is [Br:1][C:2]1[CH:3]=[C:4]([NH:10][C:11]2[CH:15]=[C:14]([CH3:16])[N:13]([CH3:19])[N:12]=2)[C:5](=[O:9])[N:6]([CH3:8])[CH:7]=1. The yield is 0.240.